Dataset: Peptide-MHC class I binding affinity with 185,985 pairs from IEDB/IMGT. Task: Regression. Given a peptide amino acid sequence and an MHC pseudo amino acid sequence, predict their binding affinity value. This is MHC class I binding data. The peptide sequence is KEYKNVEIEVL. The MHC is Mamu-A11 with pseudo-sequence Mamu-A11. The binding affinity (normalized) is 0.415.